Task: Binary Classification. Given a miRNA mature sequence and a target amino acid sequence, predict their likelihood of interaction.. Dataset: Experimentally validated miRNA-target interactions with 360,000+ pairs, plus equal number of negative samples (1) The protein sequence of the target gene is MDPVANSCVRNPQPPAPVWGCLRNPHSEDSSASGLSHYPPTPFSFHQKSDFPATAAYPDFSASCLAATPHSLPRTERIFNEQHPAFPQTPDWHFPISEAGQRLNLGPAGSAREMGAGSPGLVDGTAGLGEDCMVLGTIANETEKKSSRRKKERSDNQENGGGKPEGSSKARKERTAFTKEQLRELEAEFAHHNYLTRLRRYEIAVNLDLSERQVKVWFQNRRMKWKRVKGGQPVSPQEQDREDGDSAASPSSE. Result: 0 (no interaction). The miRNA is hsa-miR-6837-3p with sequence CCUUCACUGUGACUCUGCUGCAG. (2) The miRNA is mmu-miR-466i-3p with sequence AUACACACACACAUACACACUA. The protein sequence of the target gene is MTKESKDMDCYLRRLKQELMSMKEVGDGLQDQMNCMMGALQELKLLQVQTALEQLEISGGTPTFSCPESSQEQPECPRWQGSGGPAGPAAWTSSSQPSFDSSPKLPCRRSVCGKELAVLPKTQLPEEHQSCTQQGTEWVEPDDWTSTLMSRGRNRQPLVLGDNVFADLVGNWLDLPELEKGGEKGETGGSIEPKGEKGQSRELGRKFALTANIFRKFLRSVRPDRDRLLKEKPGWMTPMVSESRAGRSKKVKKRSLSKGSGRFPFSSTGEPRHIETPATSSPKALEPSCRGFDINTAVWV.... Result: 1 (interaction). (3) The miRNA is rno-miR-135b-5p with sequence UAUGGCUUUUCAUUCCUAUGUGA. The protein sequence of the target gene is MADWTRAQSSGAVEDILDRENKRMADSLASKVTRLKSLALDIDRDTEDQNRYLDGMDSDFTSVTGLLTGSVKRFSTMARSGRDNRKLLCGMAVVLIVAFFILSYLLSRTRT. Result: 0 (no interaction). (4) The miRNA is hsa-miR-873-3p with sequence GGAGACUGAUGAGUUCCCGGGA. The protein sequence of the target gene is MELLTFRDVAIEFSPEEWKCLDPAQQNLYRDVMLENYRNLISLGVAISNPDLVIYLEQRKEPYKVKIHETVAKHPAVCSHFTQDFLPVQGIEDSFHKLILRRYEKCGHENLELRKSCKRKVQKGGYNEFNQCLSTIQSKIFQCNVHVKVFSTFSNSNQRRIRHTGEKHFKECGKSFQKFSDLTQHQGIHAGEKPYTCEECGKDFKWYLIFNEYEIIHTGEKPFTCEECGNIFTTSSNFAKHKVHTGEKSYKYEECGKAFNRSSTLTKHKRIHAEEKPFTCEECGKIITSSSNVAKHKKIH.... Result: 0 (no interaction). (5) The miRNA is hsa-miR-4714-5p with sequence AACUCUGACCCCUUAGGUUGAU. The protein sequence of the target gene is MHTCCPPVTLEQDLHRKMHSWMLQTLAFAVTSLVLSCAETIDYYGEICDNACPCEEKDGILTVSCENRGIISLSEISPPRFPIYHLLLSGNLLNRLYPNEFVNYTGASILHLGSNVIQDIETGAFHGLRGLRRLHLNNNKLELLRDDTFLGLENLEYLQVDYNYISVIEPNAFGKLHLLQVLILNDNLLSSLPNNLFRFVPLTHLDLRGNRLKLLPYVGLLQHMDKVVELQLEENPWNCSCELISLKDWLDSISYSALVGDVVCETPFRLHGRDLDEVSKQELCPRRLISDYEMRPQTPL.... Result: 0 (no interaction). (6) The miRNA is mmu-miR-6970-3p with sequence UCACGCCACCCACCCUGUGCU. The protein sequence of the target gene is MSVLLRSGLGPLCAVARAAIPFIWRGKYFSSGNEPAENPVTPMLRHLMYKIKSTGPITVAEYMKEVLTNPAKGYYVYRDMLGEKGDFITSPEISQIFGELLGIWFISEWMATGKSTAFQLVELGPGRGTLVGDILRVFTQLGSVLKNCDISVHLVEVSQKLSEIQALTLTKEKVPLERNAGSPVYMKGVTKSGIPISWYRDLHDVPKGYSFYLAHEFFDVLPVHKFQKTPQGWREVFVDIDPQVSDKLRFVLAPSATPAEAFIQHDETRDHVEVCPDAGVIIEELSQRIALTGGAALVAD.... Result: 0 (no interaction). (7) The protein sequence of the target gene is MVFRSPLDLYSSHFLLPNFADSHHRSILLASSGGGNGAGGGGGAGGGSGGGNGAGGGGAGGAGGGGGGGSRAPPEELSMFQLPTLNFSPEQVASVCETLEETGDIERLGRFLWSLPVAPGACEAINKHESILRARAVVAFHTGNFRDLYHILENHKFTKESHGKLQAMWLEAHYQEAEKLRGRPLGPVDKYRVRKKFPLPRTIWDGEQKTHCFKERTRSLLREWYLQDPYPNPSKKRELAQATGLTPTQVGNWFKNRRQRDRAAAAKNRLQHQAIGPSGMRSLAEPGCPTHGSAESPSTA.... Result: 1 (interaction). The miRNA is hsa-miR-766-3p with sequence ACUCCAGCCCCACAGCCUCAGC. (8) Result: 0 (no interaction). The protein sequence of the target gene is MPFPVTTQGSQQTQPPQRHYGITSPISLAAPKETDCLLTQKLIETLKPFGVFEEEEELQRRILILGKLNNLVKEWIREISESKNLPQSVIENVGGKIFTFGSYRLGVHTKGADIDALCVAPRHVDRSDFFTSFYDKLKLQEEVKDLRAVEEAFVPVIKLCFDGIEIDILFARLALQTIPEDLDLRDDSLLKNLDIRCIRSLNGCRVTDEILHLVPNIDNFRLTLRAIKLWAKRHNIYSNILGFLGGVSWAMLVARTCQLYPNAIASTLVHKFFLVFSKWEWPNPVLLKQPEECNLNLPVW.... The miRNA is mmu-miR-133a-5p with sequence GCUGGUAAAAUGGAACCAAAU. (9) The miRNA is hsa-miR-4688 with sequence UAGGGGCAGCAGAGGACCUGGG. The protein sequence of the target gene is MEDEEVAESWEEAADSGEIDRRLEKKLKITQKESRKSKSPPKVPIVIQDDSLPAGPPPQIRILKRPTSNGVVSSPNSTSRPTLPVKSLAQREAEYAEARKRILGSASPEEEQEKPILDRPTRISQPEDSRQPNNVIRQPLGPDGSQGFKQRR. Result: 1 (interaction). (10) The protein sequence of the target gene is MSHPDYRMNLRPLGTPRGVSAVAGPHDIGASPGDKKSKNRSTRGKKKSIFETYMSKEDVSEGLKRGTLIQGVLRINPKKFHEAFIPSPDGDRDIFIDGVVARNRALNGDLVVVKLLPEEHWKVVKPESNDKETEAAYESDIPEELCGHHLPQQSLKSYNDSPDVIVEAQFDGSDSEDGHGITQNVLVDGVKKLSVCVSEKGREDGDAPVTKDETTCISQDTRALSEKSLQRSAKVVYILEKKHSRAATGFLKLLADKNSELFRKYALFSPSDHRVPRIYVPLKDCPQDFVARPKDYANTL.... The miRNA is hsa-miR-6862-3p with sequence CCUCACCCAGCUCUCUGGCCCUCU. Result: 0 (no interaction).